This data is from Forward reaction prediction with 1.9M reactions from USPTO patents (1976-2016). The task is: Predict the product of the given reaction. Given the reactants [OH:1][C@@H:2]1[C@@H:10]([CH2:11][CH2:12][CH:13]([CH3:15])[CH3:14])[C@H:9]([CH3:16])[O:8][C:7](=[O:17])[C@@H:6]([NH:18][C:19](=[O:25])[O:20][C:21]([CH3:24])([CH3:23])[CH3:22])[CH2:5][O:4][CH2:3]1.[CH:26]1([C:29](Cl)=[O:30])[CH2:28][CH2:27]1.[NH4+].[Cl-], predict the reaction product. The product is: [CH:26]1([C:29]([O:1][C@@H:2]2[C@@H:10]([CH2:11][CH2:12][CH:13]([CH3:14])[CH3:15])[C@H:9]([CH3:16])[O:8][C:7](=[O:17])[C@@H:6]([NH:18][C:19]([O:20][C:21]([CH3:22])([CH3:24])[CH3:23])=[O:25])[CH2:5][O:4][CH2:3]2)=[O:30])[CH2:28][CH2:27]1.